From a dataset of Retrosynthesis with 50K atom-mapped reactions and 10 reaction types from USPTO. Predict the reactants needed to synthesize the given product. (1) The reactants are: CC1(C)OB(c2cnn(CCCl)c2)OC1(C)C.CNC. Given the product CN(C)CCn1cc(B2OC(C)(C)C(C)(C)O2)cn1, predict the reactants needed to synthesize it. (2) Given the product O=C(N(c1ccnc(C(F)(F)F)c1)c1ccccn1)C1(c2ccc3c(c2)OCO3)CC1, predict the reactants needed to synthesize it. The reactants are: FC(F)(F)c1cc(Nc2ccccn2)ccn1.O=C(Cl)C1(c2ccc3c(c2)OCO3)CC1. (3) Given the product O=C(O)COc1cc(F)ccc1C(=S)NCc1nc2c(F)c(F)cc(F)c2s1, predict the reactants needed to synthesize it. The reactants are: CCOC(=O)COc1cc(F)ccc1C(=S)NCc1nc2c(F)c(F)cc(F)c2s1.